Dataset: Forward reaction prediction with 1.9M reactions from USPTO patents (1976-2016). Task: Predict the product of the given reaction. (1) Given the reactants [CH3:1][O:2][C:3]1[CH:4]=[C:5]([C:11]2[CH:15]=[N:14][NH:13][C:12]=2[NH2:16])[CH:6]=[CH:7][C:8]=1[O:9][CH3:10].[Cl:17][C:18]1[CH:19]=[C:20]([CH:25]([C:28](=O)[CH3:29])[C:26]#[N:27])[CH:21]=[CH:22][C:23]=1[F:24], predict the reaction product. The product is: [Cl:17][C:18]1[CH:19]=[C:20]([C:25]2[C:28]([CH3:29])=[N:16][C:12]3[N:13]([N:14]=[CH:15][C:11]=3[C:5]3[CH:6]=[CH:7][C:8]([O:9][CH3:10])=[C:3]([O:2][CH3:1])[CH:4]=3)[C:26]=2[NH2:27])[CH:21]=[CH:22][C:23]=1[F:24]. (2) Given the reactants [Br:1][C:2]1[CH:3]=[C:4]2[C:9](=[CH:10][CH:11]=1)[N:8]=[CH:7][N:6]=[C:5]2O.O=P(Cl)(Cl)[Cl:15], predict the reaction product. The product is: [Br:1][C:2]1[CH:3]=[C:4]2[C:9](=[CH:10][CH:11]=1)[N:8]=[CH:7][N:6]=[C:5]2[Cl:15]. (3) Given the reactants [C:1]1([CH:8]=[CH:7][CH:6]=[C:4]([OH:5])[CH:3]=1)[OH:2].CC[Mg+].[Br-].[C:13](Cl)(=[O:17])[C:14](Cl)=[O:15].[CH2:19]([OH:21])[CH3:20], predict the reaction product. The product is: [CH2:19]([O:21][C:13](=[O:17])[C:14]([C:6]1[CH:7]=[CH:8][C:1]([OH:2])=[CH:3][C:4]=1[OH:5])=[O:15])[CH3:20]. (4) The product is: [CH3:13][O:12][C:3]1[CH:4]=[C:5]([CH:10]=[CH:11][C:2]=1[N:16]1[C@H:15]([CH3:14])[CH2:19][O:18][C:17]1=[O:20])[C:6]([OH:8])=[O:7]. Given the reactants Br[C:2]1[CH:11]=[CH:10][C:5]([C:6]([O:8]C)=[O:7])=[CH:4][C:3]=1[O:12][CH3:13].[CH3:14][C@@H:15]1[CH2:19][O:18][C:17](=[O:20])[NH:16]1, predict the reaction product.